From a dataset of Full USPTO retrosynthesis dataset with 1.9M reactions from patents (1976-2016). Predict the reactants needed to synthesize the given product. (1) Given the product [OH:2][C:3]1[CH:4]=[C:5]([S:9]([NH:12][C:13](=[O:15])[CH3:14])(=[O:11])=[O:10])[CH:6]=[CH:7][CH:8]=1, predict the reactants needed to synthesize it. The reactants are: C[O:2][C:3]1[CH:4]=[C:5]([S:9]([NH:12][C:13](=[O:15])[CH3:14])(=[O:11])=[O:10])[CH:6]=[CH:7][CH:8]=1.B(Br)(Br)Br. (2) Given the product [NH2:32][C:29]1[CH:30]=[CH:31][C:26]([I:25])=[CH:27][C:28]=1[NH:33][C:43](=[O:44])[C@@H:42]([NH:41][C:39](=[O:40])[O:38][C:34]([CH3:37])([CH3:36])[CH3:35])[C:46]([CH3:49])([CH3:48])[CH3:47], predict the reactants needed to synthesize it. The reactants are: CN(C(ON1N=NC2C=CC=NC1=2)=[N+](C)C)C.F[P-](F)(F)(F)(F)F.[I:25][C:26]1[CH:27]=[C:28]([NH2:33])[C:29]([NH2:32])=[CH:30][CH:31]=1.[C:34]([O:38][C:39]([NH:41][C@@H:42]([C:46]([CH3:49])([CH3:48])[CH3:47])[C:43](O)=[O:44])=[O:40])([CH3:37])([CH3:36])[CH3:35].CCN(C(C)C)C(C)C. (3) The reactants are: C[O:2][C:3](=[O:11])[C:4]1[CH:9]=[CH:8][C:7](I)=[CH:6][CH:5]=1.NCCNCC(NC([C:25]1[CH:30]=[CH:29][C:28]([C:31]2C=CC(CC)=C[CH:32]=2)=[CH:27][CH:26]=1)=O)C(=O)NO.C1COCC1. Given the product [C:28]1([C:31]#[C:32][C:7]2[CH:8]=[CH:9][C:4]([C:3]([OH:2])=[O:11])=[CH:5][CH:6]=2)[CH:29]=[CH:30][CH:25]=[CH:26][CH:27]=1, predict the reactants needed to synthesize it. (4) Given the product [CH2:1]([N:8]1[CH2:13][CH2:12][C:11]2([CH2:14][C:15]3[C:20](=[CH:19][CH:18]=[C:17]([O:22][CH3:23])[CH:16]=3)[CH2:21]2)[CH2:10][CH2:9]1)[C:2]1[CH:3]=[CH:4][CH:5]=[CH:6][CH:7]=1, predict the reactants needed to synthesize it. The reactants are: [CH2:1]([N:8]1[CH2:13][CH2:12][C:11]2([CH2:21][C:20]3[C:15](=[CH:16][C:17]([O:22][CH3:23])=[CH:18][CH:19]=3)[CH:14]2O)[CH2:10][CH2:9]1)[C:2]1[CH:7]=[CH:6][CH:5]=[CH:4][CH:3]=1.FC(F)(F)C(O)=O.C([SiH](CC)CC)C.